Dataset: Retrosynthesis with 50K atom-mapped reactions and 10 reaction types from USPTO. Task: Predict the reactants needed to synthesize the given product. Given the product COC(=O)CCC(C(=O)c1cccc(OCc2cccc(N)c2)c1)c1ccccc1C, predict the reactants needed to synthesize it. The reactants are: COC(=O)CCC(C(=O)c1cccc(OCc2cccc([N+](=O)[O-])c2)c1)c1ccccc1C.